This data is from Forward reaction prediction with 1.9M reactions from USPTO patents (1976-2016). The task is: Predict the product of the given reaction. (1) Given the reactants [Br:1][C:2]1[C:3]([C:26]([F:29])([F:28])[F:27])=[CH:4][C:5]([N+:23]([O-])=O)=[C:6]([NH:8][CH:9]2[CH2:14][CH2:13][N:12]([C@H:15]3[CH2:20][CH2:19][C@@H:18]([O:21][CH3:22])[CH2:17][CH2:16]3)[CH2:11][CH2:10]2)[CH:7]=1.O.NN, predict the reaction product. The product is: [NH2:23][C:5]1[CH:4]=[C:3]([C:26]([F:28])([F:29])[F:27])[C:2]([Br:1])=[CH:7][C:6]=1[NH:8][CH:9]1[CH2:10][CH2:11][N:12]([C@H:15]2[CH2:20][CH2:19][C@@H:18]([O:21][CH3:22])[CH2:17][CH2:16]2)[CH2:13][CH2:14]1. (2) Given the reactants [CH3:1][O:2][C:3]1[C:4]([CH3:31])=[C:5]([C:22]([O:29][CH3:30])=[C:23]([O:27][CH3:28])[C:24]=1[O:25][CH3:26])[CH2:6][C:7]1[CH:8]=[CH:9][C:10]([C:16]2[CH:21]=[CH:20][N:19]=[CH:18][CH:17]=2)=[C:11]([CH:15]=1)[C:12](O)=[O:13].[CH2:32]([CH:34]([NH2:37])[CH2:35][CH3:36])[CH3:33].CCN=C=NCCCN(C)C.Cl, predict the reaction product. The product is: [CH3:1][O:2][C:3]1[C:4]([CH3:31])=[C:5]([C:22]([O:29][CH3:30])=[C:23]([O:27][CH3:28])[C:24]=1[O:25][CH3:26])[CH2:6][C:7]1[CH:8]=[CH:9][C:10]([C:16]2[CH:17]=[CH:18][N:19]=[CH:20][CH:21]=2)=[C:11]([CH:15]=1)[C:12]([NH:37][CH:34]([CH2:35][CH3:36])[CH2:32][CH3:33])=[O:13]. (3) Given the reactants Cl.[Cl:2][C:3]1[CH:8]=[C:7]([Cl:9])[C:6]([S:10]([N:13]2[CH2:18][CH2:17][NH:16][CH2:15][C:14]2=[O:19])(=[O:12])=[O:11])=[C:5]([N+:20]([O-:22])=[O:21])[CH:4]=1.[N:23]1([CH2:32][C:33](O)=[O:34])[CH:31]=[C:29]([CH3:30])[C:27](=[O:28])[NH:26][C:24]1=[O:25], predict the reaction product. The product is: [Cl:2][C:3]1[CH:8]=[C:7]([Cl:9])[C:6]([S:10]([N:13]2[CH2:18][CH2:17][N:16]([C:33](=[O:34])[CH2:32][N:23]3[CH:31]=[C:29]([CH3:30])[C:27](=[O:28])[NH:26][C:24]3=[O:25])[CH2:15][C:14]2=[O:19])(=[O:12])=[O:11])=[C:5]([N+:20]([O-:22])=[O:21])[CH:4]=1. (4) Given the reactants [CH2:1]([C:8]1[C:9]([CH3:27])=[N:10][C:11]([N:14]2[CH2:19][CH2:18][N:17](C(OC(C)(C)C)=O)[CH2:16][CH2:15]2)=[N:12][CH:13]=1)[C:2]1[CH:7]=[CH:6][CH:5]=[CH:4][CH:3]=1.Cl.O1CCOCC1, predict the reaction product. The product is: [CH2:1]([C:8]1[C:9]([CH3:27])=[N:10][C:11]([N:14]2[CH2:19][CH2:18][NH:17][CH2:16][CH2:15]2)=[N:12][CH:13]=1)[C:2]1[CH:7]=[CH:6][CH:5]=[CH:4][CH:3]=1. (5) Given the reactants [OH:1][C:2]1[C@@:6]([CH3:13])([C:7]2[CH:12]=[CH:11][CH:10]=[CH:9][CH:8]=2)[NH:5][C:4](=[O:14])[CH:3]=1.[CH:15](=O)[C:16]1[CH:21]=[CH:20][CH:19]=[CH:18][CH:17]=1.[CH3:23][C:24]1[C:32]2[C:27](=[CH:28][CH:29]=[C:30]([CH3:33])[CH:31]=2)[NH:26][CH:25]=1, predict the reaction product. The product is: [CH3:23][C:24]1[C:32]2[C:27](=[CH:28][CH:29]=[C:30]([CH3:33])[CH:31]=2)[NH:26][C:25]=1[CH:15]([C:16]1[CH:21]=[CH:20][CH:19]=[CH:18][CH:17]=1)[C:3]1[C:4](=[O:14])[NH:5][C@:6]([CH3:13])([C:7]2[CH:12]=[CH:11][CH:10]=[CH:9][CH:8]=2)[C:2]=1[OH:1]. (6) Given the reactants S1C=CN=C1.C[O:7][C:8](=[O:20])[C:9]1[CH:14]=[CH:13][C:12]([C:15](=O)[CH:16](Br)[F:17])=[CH:11][CH:10]=1.[CH3:21][N:22]1[CH2:27][CH2:26][N:25]([C:28](=[S:30])[NH2:29])[CH2:24][CH2:23]1, predict the reaction product. The product is: [F:17][C:16]1[S:30][C:28]([N:25]2[CH2:26][CH2:27][N:22]([CH3:21])[CH2:23][CH2:24]2)=[N:29][C:15]=1[C:12]1[CH:13]=[CH:14][C:9]([C:8]([OH:7])=[O:20])=[CH:10][CH:11]=1. (7) Given the reactants F[C:2]1[CH:7]=[C:6]([S:8]([CH3:11])(=[O:10])=[O:9])[CH:5]=[CH:4][C:3]=1[N:12]1[C:16]2=[N:17][CH:18]=[N:19][C:20]([OH:21])=[C:15]2[CH:14]=[N:13]1.[CH3:22][NH:23][CH3:24], predict the reaction product. The product is: [CH3:22][N:23]([CH3:24])[C:2]1[CH:7]=[C:6]([S:8]([CH3:11])(=[O:10])=[O:9])[CH:5]=[CH:4][C:3]=1[N:12]1[C:16]2=[N:17][CH:18]=[N:19][C:20]([OH:21])=[C:15]2[CH:14]=[N:13]1. (8) The product is: [CH3:1][CH2:2][O:3][C:4]([C@@H:6]([NH:15][C@H:16]([C:18]([N:20]1[C@H:27]([C:28]([OH:30])=[O:29])[CH2:26][C@H:25]2[C@@H:21]1[CH2:22][CH2:23][CH2:24]2)=[O:19])[CH3:17])[CH2:7][CH2:8][C:9]1[CH:14]=[CH:13][CH:12]=[CH:11][CH:10]=1)=[O:5].[CH3:32][C:31]([NH2:35])([CH3:34])[CH3:33]. Given the reactants [CH3:1][CH2:2][O:3][C:4]([C@@H:6]([NH:15][C@H:16]([C:18]([N:20]1[C@H:27]([C:28]([OH:30])=[O:29])[CH2:26][C@H:25]2[C@@H:21]1[CH2:22][CH2:23][CH2:24]2)=[O:19])[CH3:17])[CH2:7][CH2:8][C:9]1[CH:10]=[CH:11][CH:12]=[CH:13][CH:14]=1)=[O:5].[C:31]([NH2:35])([CH3:34])([CH3:33])[CH3:32], predict the reaction product. (9) The product is: [N:15]1[C:16]2[C:11](=[CH:10][C:9]([C@@H:7]3[CH2:8][C@H:6]3[C:4]([OH:5])=[O:3])=[CH:18][CH:17]=2)[CH:12]=[CH:13][CH:14]=1. Given the reactants C([O:3][C:4]([C@@H:6]1[CH2:8][C@H:7]1[C:9]1[CH:10]=[C:11]2[C:16](=[CH:17][CH:18]=1)[N:15]=[CH:14][CH:13]=[CH:12]2)=[O:5])C.[OH-].[Li+], predict the reaction product.